Dataset: Forward reaction prediction with 1.9M reactions from USPTO patents (1976-2016). Task: Predict the product of the given reaction. (1) The product is: [CH:1]1([S:4]([C:7]2[CH:12]=[CH:11][C:10]([CH:13]([C:14]3[NH:41][C:25]([C:27]4[N:32]=[CH:31][C:30]([C:33]([O:35][CH3:36])=[O:34])=[CH:29][CH:28]=4)=[CH:16][CH:15]=3)[CH2:18][CH:19]3[CH2:24][CH2:23][O:22][CH2:21][CH2:20]3)=[CH:9][CH:8]=2)(=[O:6])=[O:5])[CH2:3][CH2:2]1. Given the reactants [CH:1]1([S:4]([C:7]2[CH:12]=[CH:11][C:10]([CH:13]([CH2:18][CH:19]3[CH2:24][CH2:23][O:22][CH2:21][CH2:20]3)[C:14](=O)[CH:15]=[CH2:16])=[CH:9][CH:8]=2)(=[O:6])=[O:5])[CH2:3][CH2:2]1.[CH:25]([C:27]1[N:32]=[CH:31][C:30]([C:33]([O:35][CH3:36])=[O:34])=[CH:29][CH:28]=1)=O.C([O-])(=O)C.[NH4+:41].C(=O)([O-])O.[Na+], predict the reaction product. (2) Given the reactants C(OCCCC)(=O)C.C(N(CC)CC)C.[CH2:16]([C:20]1[N:24]([CH2:25][C:26]2[CH:31]=[CH:30][C:29]([C:32]3[CH:37]=[CH:36][CH:35]=[CH:34][C:33]=3[C:38]#[N:39])=[CH:28][CH:27]=2)[C:23](=[O:40])[C:22]2([CH2:44][CH2:43][CH2:42][CH2:41]2)[N:21]=1)[CH2:17][CH2:18][CH3:19].[N-:45]=[N+:46]=[N-:47].[Na+], predict the reaction product. The product is: [CH2:16]([C:20]1[N:24]([CH2:25][C:26]2[CH:31]=[CH:30][C:29]([C:32]3[CH:37]=[CH:36][CH:35]=[CH:34][C:33]=3[C:38]3[NH:47][N:46]=[N:45][N:39]=3)=[CH:28][CH:27]=2)[C:23](=[O:40])[C:22]2([CH2:41][CH2:42][CH2:43][CH2:44]2)[N:21]=1)[CH2:17][CH2:18][CH3:19]. (3) Given the reactants O[C:2]1[CH:7]=[C:6]([C:8]2[S:9][CH:10]=[CH:11][N:12]=2)[N:5]=[C:4]([NH2:13])[N:3]=1.O=P(Cl)(Cl)[Cl:16], predict the reaction product. The product is: [Cl:16][C:2]1[CH:7]=[C:6]([C:8]2[S:9][CH:10]=[CH:11][N:12]=2)[N:5]=[C:4]([NH2:13])[N:3]=1. (4) Given the reactants [Br:1][C:2]1[S:6][C:5]([CH:7]=O)=[CH:4][CH:3]=1.[CH3:9][CH:10]([CH3:13])[CH2:11][NH2:12].[BH4-].[Na+], predict the reaction product. The product is: [Br:1][C:2]1[S:6][C:5]([CH2:7][NH:12][CH2:11][CH:10]([CH3:13])[CH3:9])=[CH:4][CH:3]=1. (5) Given the reactants C([O:8][C:9](=[O:24])[C@H:10]([CH3:23])[C@H:11]([NH:15][C:16]([O:18][C:19]([CH3:22])([CH3:21])[CH3:20])=[O:17])[C:12](O)=O)C1C=CC=CC=1.CN1CCOCC1.ClC(OCC(C)C)=O.[C:40]([C:44]1[CH:45]=[C:46]([NH2:51])[C:47]([NH2:50])=[CH:48][CH:49]=1)([CH3:43])([CH3:42])[CH3:41], predict the reaction product. The product is: [C:19]([O:18][C:16]([NH:15][C@H:11]([C:12]1[NH:50][C:47]2[CH:48]=[CH:49][C:44]([C:40]([CH3:43])([CH3:41])[CH3:42])=[CH:45][C:46]=2[N:51]=1)[C@@H:10]([CH3:23])[C:9]([OH:24])=[O:8])=[O:17])([CH3:22])([CH3:20])[CH3:21]. (6) Given the reactants [CH2:1]([N:8]1[C:16]2[C:11](=[CH:12][CH:13]=[C:14]([O:17]C)[CH:15]=2)[C:10]([C:19]([NH:21][CH2:22][C:23]2[CH:28]=[CH:27][C:26]([F:29])=[C:25]([F:30])[CH:24]=2)=[O:20])=[C:9]1[CH:31]([CH3:33])[CH3:32])[C:2]1[CH:7]=[CH:6][CH:5]=[CH:4][CH:3]=1.B(Br)(Br)Br, predict the reaction product. The product is: [CH2:1]([N:8]1[C:16]2[C:11](=[CH:12][CH:13]=[C:14]([OH:17])[CH:15]=2)[C:10]([C:19]([NH:21][CH2:22][C:23]2[CH:28]=[CH:27][C:26]([F:29])=[C:25]([F:30])[CH:24]=2)=[O:20])=[C:9]1[CH:31]([CH3:33])[CH3:32])[C:2]1[CH:7]=[CH:6][CH:5]=[CH:4][CH:3]=1.